From a dataset of Reaction yield outcomes from USPTO patents with 853,638 reactions. Predict the reaction yield, written as a fraction of the theoretical maximum amount of product (1.0 means a 100% yield; for example, 0.34 means a 34% yield). (1) The reactants are [CH2:1]([N:3]([CH:34]1[CH2:39][CH2:38][O:37][CH2:36][CH2:35]1)[C:4]1[C:5]([CH3:33])=[C:6]([CH:22]=[C:23]([C:25]2[CH:26]=[N:27][C:28]([CH:31]=O)=[CH:29][CH:30]=2)[CH:24]=1)[C:7]([NH:9][CH2:10][C:11]1[C:12](=[O:21])[NH:13][C:14]([CH3:20])=[CH:15][C:16]=1[CH:17]([CH3:19])[CH3:18])=[O:8])[CH3:2].[NH:40]1[CH2:45][CH2:44][O:43][CH2:42][CH2:41]1.C(O)(=O)C.C(O[BH-](OC(=O)C)OC(=O)C)(=O)C.[Na+]. The catalyst is ClC(Cl)C. The product is [CH2:1]([N:3]([CH:34]1[CH2:39][CH2:38][O:37][CH2:36][CH2:35]1)[C:4]1[C:5]([CH3:33])=[C:6]([CH:22]=[C:23]([C:25]2[CH:26]=[N:27][C:28]([CH2:31][N:40]3[CH2:45][CH2:44][O:43][CH2:42][CH2:41]3)=[CH:29][CH:30]=2)[CH:24]=1)[C:7]([NH:9][CH2:10][C:11]1[C:12](=[O:21])[NH:13][C:14]([CH3:20])=[CH:15][C:16]=1[CH:17]([CH3:18])[CH3:19])=[O:8])[CH3:2]. The yield is 0.387. (2) The reactants are [Cl:1][CH2:2][C:3]([NH:5][NH:6][C:7](=[O:19])[C:8]1[CH:13]=[CH:12][C:11]([N+:14]([O-:16])=[O:15])=[C:10]([O:17][CH3:18])[CH:9]=1)=O.CC[N+](S(N=C(OC)[O-])(=O)=O)(CC)CC. The catalyst is C1COCC1. The product is [Cl:1][CH2:2][C:3]1[O:19][C:7]([C:8]2[CH:13]=[CH:12][C:11]([N+:14]([O-:16])=[O:15])=[C:10]([O:17][CH3:18])[CH:9]=2)=[N:6][N:5]=1. The yield is 0.850.